This data is from Reaction yield outcomes from USPTO patents with 853,638 reactions. The task is: Predict the reaction yield, written as a fraction of the theoretical maximum amount of product (1.0 means a 100% yield; for example, 0.34 means a 34% yield). (1) The reactants are [NH2:1][C:2]1[C:3]([F:24])=[C:4]([C:8]2[N:9]=[C:10]([C:20]([CH3:23])([CH3:22])[CH3:21])[S:11][C:12]=2[C:13]2[CH:18]=[CH:17][N:16]=[C:15]([NH2:19])[N:14]=2)[CH:5]=[CH:6][CH:7]=1.[CH3:25][C:26]1[CH:31]=[CH:30][C:29]([F:32])=[CH:28][C:27]=1[S:33](Cl)(=[O:35])=[O:34]. No catalyst specified. The product is [NH2:19][C:15]1[N:14]=[C:13]([C:12]2[S:11][C:10]([C:20]([CH3:21])([CH3:23])[CH3:22])=[N:9][C:8]=2[C:4]2[C:3]([F:24])=[C:2]([NH:1][S:33]([C:27]3[CH:28]=[C:29]([F:32])[CH:30]=[CH:31][C:26]=3[CH3:25])(=[O:34])=[O:35])[CH:7]=[CH:6][CH:5]=2)[CH:18]=[CH:17][N:16]=1. The yield is 0.460. (2) The reactants are Br[C:2]1[CH:3]=[CH:4][C:5]([C:8]2[NH:9][C:10]([CH:13]([C:21]3[CH:26]=[CH:25][C:24]([S:27]([CH3:30])(=[O:29])=[O:28])=[CH:23][CH:22]=3)[CH2:14][CH:15]3[CH2:20][CH2:19][O:18][CH2:17][CH2:16]3)=[CH:11][CH:12]=2)=[N:6][CH:7]=1.[CH2:31]([Sn](CCCC)(CCCC)C=C)[CH2:32]CC. The catalyst is C1(C)C=CC=CC=1.C1C=CC([P]([Pd]([P](C2C=CC=CC=2)(C2C=CC=CC=2)C2C=CC=CC=2)([P](C2C=CC=CC=2)(C2C=CC=CC=2)C2C=CC=CC=2)[P](C2C=CC=CC=2)(C2C=CC=CC=2)C2C=CC=CC=2)(C2C=CC=CC=2)C2C=CC=CC=2)=CC=1. The product is [CH:31]([C:2]1[CH:3]=[CH:4][C:5]([C:8]2[NH:9][C:10]([CH:13]([C:21]3[CH:22]=[CH:23][C:24]([S:27]([CH3:30])(=[O:28])=[O:29])=[CH:25][CH:26]=3)[CH2:14][CH:15]3[CH2:16][CH2:17][O:18][CH2:19][CH2:20]3)=[CH:11][CH:12]=2)=[N:6][CH:7]=1)=[CH2:32]. The yield is 0.710. (3) The reactants are [F:1][C:2]1[N:7]=[C:6](I)[C:5]([O:9][CH3:10])=[CH:4][CH:3]=1.C([Sn](CCCC)(CCCC)[C:16]1[CH:21]=[CH:20][CH:19]=[CH:18][N:17]=1)CCC. The catalyst is CN(C)C=O.[Cu]=O. The product is [F:1][C:2]1[N:7]=[C:6]([C:16]2[CH:21]=[CH:20][CH:19]=[CH:18][N:17]=2)[C:5]([O:9][CH3:10])=[CH:4][CH:3]=1. The yield is 0.180. (4) The reactants are Br[C:2]1[C:7](=[O:8])[N:6]([CH2:9][C:10]2[CH:15]=[CH:14][C:13]([C:16]3[C:17]([C:22]#[N:23])=[CH:18][CH:19]=[CH:20][CH:21]=3)=[CH:12][CH:11]=2)[C:5]([S:24][CH2:25][CH3:26])=[N:4][C:3]=1[CH3:27].[C:28]1(B(O)O)[CH:33]=[CH:32][CH:31]=[CH:30][CH:29]=1.C(=O)([O-])[O-].[Cs+].[Cs+]. The catalyst is O1CCOCC1.C(OCC)(=O)C.C1C=CC([P]([Pd]([P](C2C=CC=CC=2)(C2C=CC=CC=2)C2C=CC=CC=2)([P](C2C=CC=CC=2)(C2C=CC=CC=2)C2C=CC=CC=2)[P](C2C=CC=CC=2)(C2C=CC=CC=2)C2C=CC=CC=2)(C2C=CC=CC=2)C2C=CC=CC=2)=CC=1. The product is [CH2:25]([S:24][C:5]1[N:6]([CH2:9][C:10]2[CH:15]=[CH:14][C:13]([C:16]3[C:17]([C:22]#[N:23])=[CH:18][CH:19]=[CH:20][CH:21]=3)=[CH:12][CH:11]=2)[C:7](=[O:8])[C:2]([C:28]2[CH:33]=[CH:32][CH:31]=[CH:30][CH:29]=2)=[C:3]([CH3:27])[N:4]=1)[CH3:26]. The yield is 0.260.